The task is: Binary Classification. Given a miRNA mature sequence and a target amino acid sequence, predict their likelihood of interaction.. This data is from Experimentally validated miRNA-target interactions with 360,000+ pairs, plus equal number of negative samples. (1) Result: 0 (no interaction). The protein sequence of the target gene is MVFRNVGRPPEEEDAEAAREPGPSELLCPRHRCALDPKALPPGLALERTWGPVAGLEAQLAALGLGQPAGPGIKTAGGGCCPCPCPPQPPPPQPPPPAAAPQAGEDPTETSDALLVLEGLESEAESLETNSCSEEELSSPGRGGGGVGGRLLLQPPGPELPPVPFPLQDLVPPGRLSRGEQQQQQPPPPPPPPGPLRPLAGPSRKGSFKIRLSRLFRTKSCNGGSGGGDGTGKRPSGDLAASAASLTDMGGSAVRELDTGRKPRLTRTQSAFSPVSFSPLFTGETVSLVDVDISQRGLTS.... The miRNA is ath-miR402 with sequence UUCGAGGCCUAUUAAACCUCUG. (2) The miRNA is hsa-miR-17-5p with sequence CAAAGUGCUUACAGUGCAGGUAG. The protein sequence of the target gene is MRRRGEIDMATEGDVELELETETSGPERPPEKPRKHDSGAADLERVTDYAEEKEIQSSNLETAMSVIGDRRSREQKAKQEREKELAKVTIKKEDLELIMTEMEISRAAAERSLREHMGNVVEALIALTN. Result: 1 (interaction). (3) The miRNA is hsa-miR-4504 with sequence UGUGACAAUAGAGAUGAACAUG. The protein sequence of the target gene is MATKRLFGATRTWAGWGAWELLNPATSGRLLARDYAKKPVMKGAKSGKGAVTSEALKDPDVCTDPVQLTTYAMGVNIYKEGQDVPLKPDAEYPEWLFEMNLGPPKTLEELDPESREYWRRLRKQNIWRHNRLSKNKRL. Result: 0 (no interaction). (4) The protein sequence of the target gene is MDSKDESSHVWPTSAEHEQNAAQVHFVPDTGTVAQIVYTDDQVRPPQQVVYTADGASYTSVDGPEHTLVYIHPVEAAQTLFTDPGQVAYVQQDATAQQASLPVHNQVLPSIESVDGSDPLATLQTPLGRLEAKEEEDEDEDEDTEEDEEEDGEDTDLDDWEPDPPRPFDPHDLWCEECNNAHASVCPKHGPLHPIPNRPVLTRARASLPLVLYIDRFLGGVFSKRRIPKRTQFGPVEGPLVRGSELKDCYIHLKVSLDKGDRKERDLHEDLWFELSDETLCNWMMFVRPAQNHLEQNLVA.... Result: 0 (no interaction). The miRNA is hsa-miR-19b-2-5p with sequence AGUUUUGCAGGUUUGCAUUUCA. (5) The miRNA is hsa-miR-135a-3p with sequence UAUAGGGAUUGGAGCCGUGGCG. The protein sequence of the target gene is MMCSSKNLLLAALMSVLLLHFCSKSEASNFDCCLRYTERILHPSILVGFTQQLANEACDINAVVFYTRKKLAVCADPKKKWVKQVVHMLSQRVKRM. Result: 0 (no interaction). (6) The miRNA is mmu-miR-105 with sequence CCAAGUGCUCAGAUGCUUGUGGU. The protein sequence of the target gene is MPNYKLLYFNMRGRAEIIRYIFAYLDIKYEDHRIEQADWPKIKPTLPFGKIPVLEVEGLTIHQSLAIARYLTKNTDLAGKTALEQCQADAVVDTLDDFMSLFPWAEKDQDLKERMFNELLTHQAPRLLKDLDTYLGDKEWFIGNYVTWADFYWDICSTTLLVLKPGLLDIYPKLVSLRNKVQAIPAISAWILKRPQTKL. Result: 1 (interaction). (7) The miRNA is hsa-miR-7515 with sequence AGAAGGGAAGAUGGUGAC. The protein sequence of the target gene is MAIRKKSNKNPPLLSHEFLLQNHADIVSCLAMLFLLGLMFEVTAKGAIIFVALQYNVTRPATEEQATESASLYHYGIKDLATVLFYMLVAIIIHAIIQEYVLDKINRRMHFSKTKHSKFNESGQLSAFYLFACVWGTFILISENYISDPTILWRAYPHNLMTFQTKFFYISQLAYWLHAFPELYFQKTKKEDIPRQLVYIGLYLFHIAGAYLLNLNHLGLVLLVLHYFVEFLFHISRLFYFSDEKYQKGFSLWAVLFVLGRLLTLILSVLTVGFGLARAENQKLDFSTGNFNVLAVRIAV.... Result: 0 (no interaction). (8) The miRNA is hsa-miR-513b-3p with sequence AAAUGUCACCUUUUUGAGAGGA. The protein sequence of the target gene is MEPQSQSMTLEVPLSLGRYHISEEYGFLLPNPLEALPDHYKPWMEIALRLPHLIENRQLRAHVYRMPLLDCRFLKSYREQRLAHMALAAITMGFVWQEGEGQPQKVLPRSLAIPFVEVSRNLGLPPILVHSDLVLTNWTKRNPEGPLEISNLETIISFPGGESLRGFILVTVLVEKAAVPGLKALVQGMEAIRQHSQDTLLEALQQLRLSIQDITRALAQMHDYVDPDIFYSVIRIFLSGWKDNPAMPVGLVYEGVATEPLKYSGGSAAQSSVLHAFDEFLGIEHCKESVGFLHRMRDYM.... Result: 0 (no interaction).